This data is from Peptide-MHC class II binding affinity with 134,281 pairs from IEDB. The task is: Regression. Given a peptide amino acid sequence and an MHC pseudo amino acid sequence, predict their binding affinity value. This is MHC class II binding data. (1) The peptide sequence is KVPPGPNITATYGDK. The MHC is HLA-DPA10301-DPB10402 with pseudo-sequence HLA-DPA10301-DPB10402. The binding affinity (normalized) is 0.174. (2) The peptide sequence is EGKVVQYENLKYTVI. The MHC is DRB1_0301 with pseudo-sequence DRB1_0301. The binding affinity (normalized) is 0.396. (3) The peptide sequence is YGIFQSTFLGASQRG. The MHC is DRB1_0701 with pseudo-sequence DRB1_0701. The binding affinity (normalized) is 0.834. (4) The peptide sequence is LNFTGPCKGDSVTIK. The MHC is HLA-DPA10201-DPB10501 with pseudo-sequence HLA-DPA10201-DPB10501. The binding affinity (normalized) is 0.0387.